From a dataset of Forward reaction prediction with 1.9M reactions from USPTO patents (1976-2016). Predict the product of the given reaction. (1) The product is: [CH:1]1([C:4]2[N:5]=[C:6]([S:17][CH2:18][CH2:19][CH2:20][CH2:21][CH2:22][CH3:23])[N:7]=[C:8]([CH:10]=[O:11])[CH:9]=2)[CH2:3][CH2:2]1. Given the reactants [CH:1]1([C:4]2[CH:9]=[C:8]([CH:10](OCC)[O:11]CC)[N:7]=[C:6]([S:17][CH2:18][CH2:19][CH2:20][CH2:21][CH2:22][CH3:23])[N:5]=2)[CH2:3][CH2:2]1.Cl.C([O-])([O-])=O.[Na+].[Na+], predict the reaction product. (2) Given the reactants [NH:1]1[CH2:6][CH2:5][CH:4]([C:7]2[CH:29]=[CH:28][C:10]([C:11]([NH:13][C:14]3[CH:19]=[CH:18][CH:17]=[CH:16][C:15]=3[NH:20]C(=O)OC(C)(C)C)=[O:12])=[CH:9][CH:8]=2)[CH2:3][CH2:2]1.[CH3:30][N:31]1[C:35]([CH3:36])=[C:34]([CH:37]=O)[C:33]([CH3:39])=[N:32]1, predict the reaction product. The product is: [NH2:20][C:15]1[CH:16]=[CH:17][CH:18]=[CH:19][C:14]=1[NH:13][C:11](=[O:12])[C:10]1[CH:9]=[CH:8][C:7]([CH:4]2[CH2:5][CH2:6][N:1]([CH2:37][C:34]3[C:33]([CH3:39])=[N:32][N:31]([CH3:30])[C:35]=3[CH3:36])[CH2:2][CH2:3]2)=[CH:29][CH:28]=1. (3) Given the reactants Br[C:2]1[CH:10]=[CH:9][C:5]([C:6]([OH:8])=[O:7])=[C:4]([CH3:11])[CH:3]=1.C([O-])([O-])=O.[Na+].[Na+].O.[C:19]1(B(O)O)[CH:24]=[CH:23][CH:22]=[CH:21][CH:20]=1, predict the reaction product. The product is: [CH3:11][C:4]1[CH:3]=[C:2]([C:19]2[CH:24]=[CH:23][CH:22]=[CH:21][CH:20]=2)[CH:10]=[CH:9][C:5]=1[C:6]([OH:8])=[O:7]. (4) Given the reactants [Cl-].[CH3:2][O:3]C[P+](C1C=CC=CC=1)(C1C=CC=CC=1)C1C=CC=CC=1.CC(C)([O-])C.[K+].[CH:30]([C:32]1[CH:41]=[CH:40][CH:39]=[C:38]([N+:42]([O-:44])=[O:43])[C:33]=1[C:34]([O:36][CH3:37])=[O:35])=O, predict the reaction product. The product is: [N+:42]([C:38]1[CH:39]=[CH:40][CH:41]=[C:32]([CH2:30][CH:2]=[O:3])[C:33]=1[C:34]([O:36][CH3:37])=[O:35])([O-:44])=[O:43]. (5) Given the reactants [CH3:1][CH2:2][C:3]([CH2:8][OH:9])([CH2:6][OH:7])CO.[C:10]([OH:17])(=[O:16])[CH2:11][CH2:12][CH2:13][CH2:14][CH3:15].[OH:18]N1[C:23](=O)[CH2:22][CH2:21][C:20]1=O.[CH3:26][CH:27](N=C=NC(C)C)C, predict the reaction product. The product is: [CH2:12]([CH:11]([CH2:26][CH2:27][CH2:8][CH2:3][CH2:2][CH3:1])[C:10]([OH:17])=[O:16])[CH2:13][CH2:14][CH2:15][CH2:20][CH2:21][CH2:22][CH3:23].[OH:9][CH2:8][CH:3]([CH2:6][OH:7])[OH:18].[OH:9][CH2:8][CH:3]([CH2:6][OH:7])[OH:16].[OH:9][CH2:8][CH:3]([CH2:6][OH:7])[OH:16].[OH:9][CH2:8][CH:3]([CH2:6][OH:7])[OH:16].[OH:9][CH2:8][CH:3]([CH2:6][OH:7])[OH:16].[OH:9][CH2:8][CH:3]([CH2:6][OH:7])[OH:16]. (6) Given the reactants [N:1]1([C:7]([C:9]2[CH2:14][NH:13][C:12]([C:15]3[CH:20]=[CH:19][C:18]([OH:21])=[CH:17][CH:16]=3)=[CH:11][CH:10]=2)=[O:8])[CH2:6][CH2:5][O:4][CH2:3][CH2:2]1.[I-:22].[Na+].[OH-].[Na+].Cl[O-].[Na+], predict the reaction product. The product is: [I:22][C:17]1[CH:16]=[C:15]([C:12]2[CH:11]=[CH:10][C:9]([C:7]([N:1]3[CH2:6][CH2:5][O:4][CH2:3][CH2:2]3)=[O:8])=[CH:14][N:13]=2)[CH:20]=[CH:19][C:18]=1[OH:21]. (7) The product is: [C:7]1([CH:4]2[CH2:3][C:2]([C:13]3[CH:18]=[CH:17][CH:16]=[CH:15][CH:14]=3)=[N:20][NH:6][C:5]2=[O:19])[CH:12]=[CH:11][CH:10]=[CH:9][CH:8]=1. Given the reactants O=[C:2]([C:13]1[CH:18]=[CH:17][CH:16]=[CH:15][CH:14]=1)[CH2:3][CH:4]([C:7]1[CH:12]=[CH:11][CH:10]=[CH:9][CH:8]=1)[C:5]#[N:6].[OH2:19].[NH2:20]N, predict the reaction product. (8) Given the reactants C(Cl)(=O)C(Cl)=O.[CH3:7][N:8]([CH:10]=[O:11])[CH3:9].[C:12]([NH:18][NH2:19])(=[O:17])C(C)(C)C.[CH2:20]([N:22](CC)[CH2:23]C)C, predict the reaction product. The product is: [CH3:7][N:8]([C:10]([N:19]=[N:18][C:12]([N:22]([CH3:23])[CH3:20])=[O:17])=[O:11])[CH3:9].